From a dataset of Retrosynthesis with 50K atom-mapped reactions and 10 reaction types from USPTO. Predict the reactants needed to synthesize the given product. (1) Given the product CC(C)(C)N1C(=O)Cc2cc(N3C[C@H](C(N)=O)OC3=O)ccc21, predict the reactants needed to synthesize it. The reactants are: COC(=O)[C@H]1CN(c2ccc3c(c2)CC(=O)N3C(C)(C)C)C(=O)O1.N. (2) Given the product COc1cncc(-c2cnc(N3CCOCC3)cc2Nc2c(C)c(-c3ccccn3)nc3cccc(F)c23)c1, predict the reactants needed to synthesize it. The reactants are: COc1cncc(-c2cnc(N3CCOCC3)cc2N)c1.Cc1c(-c2ccccn2)nc2cccc(F)c2c1Cl. (3) Given the product COc1ccc(CN(c2nccs2)S(=O)(=O)c2ccc3c(c2)OCC(C)N3c2ccc(C(F)(F)F)cc2C#N)cc1, predict the reactants needed to synthesize it. The reactants are: COc1ccc(CN(c2nccs2)S(=O)(=O)c2ccc3c(c2)OCC(C)N3)cc1.N#Cc1cc(C(F)(F)F)ccc1F. (4) The reactants are: COCCOCOc1c(C/C=C(\C)CCC(=O)OC)c(OC)c(C)c2c1C(=O)OC2. Given the product COCCOCOc1c(C/C=C(\C)CCC(=O)O)c(OC)c(C)c2c1C(=O)OC2, predict the reactants needed to synthesize it. (5) Given the product Cc1cc(-c2ccc3c(c2)ncn3-c2cc(O[C@H](C)c3ccccc3C(F)(F)F)c(C(N)=O)s2)ccn1, predict the reactants needed to synthesize it. The reactants are: CC(Oc1cc(-n2cnc3cc(Br)ccc32)sc1C(N)=O)c1ccccc1C(F)(F)F.Cc1cc(B(O)O)ccn1. (6) Given the product CC(C)(C)OC(=O)N1CCC(CO)(CCO[Si](C)(C)C(C)(C)C)CC1, predict the reactants needed to synthesize it. The reactants are: COC(=O)C1(CCO[Si](C)(C)C(C)(C)C)CCN(C(=O)OC(C)(C)C)CC1. (7) Given the product CCC(=O)N(Cc1ccc(-c2cc[nH]n2)cc1)c1cccc(C#N)c1, predict the reactants needed to synthesize it. The reactants are: CCC(=O)N(Cc1ccc(I)cc1)c1cccc(C#N)c1.OB(O)c1cc[nH]n1. (8) Given the product Cc1cc(-c2sc(N3C[C@H](C)O[C@H](C)C3)nc2C#N)cc(C)n1, predict the reactants needed to synthesize it. The reactants are: C[C@H]1CN(c2nc(C#N)c(Br)s2)C[C@@H](C)O1.Cc1cc(B(O)O)cc(C)n1. (9) Given the product Cc1cc(O)c(NC(=O)Oc2ccccc2)cc1C, predict the reactants needed to synthesize it. The reactants are: Cc1cc(N)c(O)cc1C.O=C(Cl)Oc1ccccc1.